From a dataset of Forward reaction prediction with 1.9M reactions from USPTO patents (1976-2016). Predict the product of the given reaction. (1) The product is: [CH3:20][O:21][C:22](=[O:31])[CH2:23][C:24]1[CH:25]=[CH:26][C:27]([C:13]#[C:12][C:9]2[CH:8]=[C:7]([O:14][CH:15]([CH3:16])[CH3:17])[C:6]3[C:5](=[O:18])[CH2:4][CH2:3][C:2]([CH3:1])([CH3:19])[C:11]=3[CH:10]=2)=[CH:28][CH:29]=1. Given the reactants [CH3:1][C:2]1([CH3:19])[C:11]2[C:6](=[C:7]([O:14][CH:15]([CH3:17])[CH3:16])[CH:8]=[C:9]([C:12]#[CH:13])[CH:10]=2)[C:5](=[O:18])[CH2:4][CH2:3]1.[CH3:20][O:21][C:22](=[O:31])[CH2:23][C:24]1[CH:29]=[CH:28][C:27](I)=[CH:26][CH:25]=1.C(N(CC)CC)C.O1CCCC1, predict the reaction product. (2) Given the reactants [CH3:1][C:2]1[C:6]([C:7]2[CH:12]=[C:11]([NH2:13])[C:10]([NH2:14])=[C:9]([I:15])[CH:8]=2)=[C:5]([CH3:16])[O:4][N:3]=1.[CH:17](O)=O, predict the reaction product. The product is: [I:15][C:9]1[C:10]2[N:14]=[CH:17][NH:13][C:11]=2[CH:12]=[C:7]([C:6]2[C:2]([CH3:1])=[N:3][O:4][C:5]=2[CH3:16])[CH:8]=1. (3) The product is: [Cl:1][C:2]1[CH:7]=[CH:6][N:5]=[C:4]([CH2:8][OH:9])[CH:3]=1. Given the reactants [Cl:1][C:2]1[CH:7]=[CH:6][N:5]=[C:4]([C:8](OCC)=[O:9])[CH:3]=1.C(O)C.[BH4-].[Na+].Cl, predict the reaction product. (4) Given the reactants Br[C:2]1[CH:3]=[CH:4][C:5]([F:10])=[C:6]([CH:9]=1)[C:7]#[N:8].[S:11]1[CH:15]=[CH:14][C:13](B(O)O)=[CH:12]1.C(=O)([O-])[O-].[Na+].[Na+], predict the reaction product. The product is: [F:10][C:5]1[CH:4]=[CH:3][C:2]([C:13]2[CH:14]=[CH:15][S:11][CH:12]=2)=[CH:9][C:6]=1[C:7]#[N:8]. (5) The product is: [CH3:23][O:24][C:25]([CH2:26][C:27](=[O:31])[CH:28]([O:8][C:7]([C:4]1[CH:3]=[CH:2][C:1]([C:10]2[CH:11]=[CH:12][CH:13]=[CH:14][CH:15]=2)=[CH:6][CH:5]=1)=[O:9])[CH3:29])=[O:32]. Given the reactants [C:1]1([C:10]2[CH:15]=[CH:14][CH:13]=[CH:12][CH:11]=2)[CH:6]=[CH:5][C:4]([C:7]([OH:9])=[O:8])=[CH:3][CH:2]=1.C(N(CC)CC)C.[CH3:23][O:24][C:25](=[O:32])[CH2:26][C:27](=[O:31])[CH:28](Br)[CH3:29].O, predict the reaction product. (6) Given the reactants [C:1]([O:5][C:6]([C:8]1[C:9]([C:14]2[CH:19]=[CH:18][C:17]([CH2:20][N:21]3[C:25]([CH:26]=O)=[C:24]([CH:28]4[CH2:30][CH2:29]4)[N:23]=[C:22]3[O:31][CH2:32][CH3:33])=[C:16]([F:34])[CH:15]=2)=[CH:10][CH:11]=[CH:12][CH:13]=1)=[O:7])([CH3:4])([CH3:3])[CH3:2].Cl.[NH2:36][OH:37].N1C=CC=CC=1, predict the reaction product. The product is: [C:1]([O:5][C:6]([C:8]1[C:9]([C:14]2[CH:19]=[CH:18][C:17]([CH2:20][N:21]3[C:25]([CH:26]=[N:36][OH:37])=[C:24]([CH:28]4[CH2:29][CH2:30]4)[N:23]=[C:22]3[O:31][CH2:32][CH3:33])=[C:16]([F:34])[CH:15]=2)=[CH:10][CH:11]=[CH:12][CH:13]=1)=[O:7])([CH3:3])([CH3:2])[CH3:4]. (7) The product is: [CH2:1]([O:7][C:8](=[O:15])[C:9]1[CH:10]=[CH:11][CH:12]=[CH:13][CH:14]=1)[CH2:2][CH2:3][CH2:4][CH2:5][CH3:6]. Given the reactants [CH2:1]([O:7][C:8](=[O:15])[C:9]1[CH:14]=[CH:13][CH:12]=[CH:11][CH:10]=1)[CH2:2]/[CH:3]=[CH:4]\[CH2:5][CH3:6].[H][H], predict the reaction product.